This data is from Full USPTO retrosynthesis dataset with 1.9M reactions from patents (1976-2016). The task is: Predict the reactants needed to synthesize the given product. (1) Given the product [CH3:29][C:26]1([CH3:30])[O:25][C:24]2[CH:31]=[CH:32][C:21]([C@H:19]3[O:18][C:17](=[O:33])[N:16]([CH2:15][CH2:14][CH2:13][CH2:12][CH2:11][CH2:10][O:9][CH2:8][CH2:7][O:6][CH2:5][C:4]4[CH:3]=[C:2]([NH:1][C:44]([NH:43][C:37]5[CH:42]=[CH:41][CH:40]=[CH:39][CH:38]=5)=[O:45])[CH:36]=[CH:35][CH:34]=4)[CH2:20]3)=[CH:22][C:23]=2[CH2:28][O:27]1, predict the reactants needed to synthesize it. The reactants are: [NH2:1][C:2]1[CH:3]=[C:4]([CH:34]=[CH:35][CH:36]=1)[CH2:5][O:6][CH2:7][CH2:8][O:9][CH2:10][CH2:11][CH2:12][CH2:13][CH2:14][CH2:15][N:16]1[CH2:20][C@@H:19]([C:21]2[CH:32]=[CH:31][C:24]3[O:25][C:26]([CH3:30])([CH3:29])[O:27][CH2:28][C:23]=3[CH:22]=2)[O:18][C:17]1=[O:33].[C:37]1([N:43]=[C:44]=[O:45])[CH:42]=[CH:41][CH:40]=[CH:39][CH:38]=1.C(O)(C)C. (2) Given the product [Cl:1][C:2]1[N:6]2[CH:7]=[C:8]([O:15][CH2:16][CH3:17])[CH:9]=[C:10]([C:11]([F:12])([F:14])[F:13])[C:5]2=[N:4][C:3]=1[C:18]([N:39]1[CH2:40][CH2:41][CH:42]([N:45]2[CH2:49][CH2:48][O:47][C:46]2=[O:50])[CH2:43][CH2:44]1)=[O:19], predict the reactants needed to synthesize it. The reactants are: [Cl:1][C:2]1[N:6]2[CH:7]=[C:8]([O:15][CH2:16][CH3:17])[CH:9]=[C:10]([C:11]([F:14])([F:13])[F:12])[C:5]2=[N:4][C:3]=1[C:18](OC)=[O:19].[OH-].[Na+].Cl.S(Cl)(Cl)=O.C(N(C(C)C)C(C)C)C.Cl.[NH:39]1[CH2:44][CH2:43][CH:42]([N:45]2[CH2:49][CH2:48][O:47][C:46]2=[O:50])[CH2:41][CH2:40]1. (3) The reactants are: C1C(=O)N([Br:8])C(=O)C1.[CH3:9][S:10][C:11]1[CH:19]=[CH:18][C:14]2[CH2:15][CH2:16][O:17][C:13]=2[CH:12]=1.O. Given the product [Br:8][C:19]1[C:11]([S:10][CH3:9])=[CH:12][C:13]2[O:17][CH2:16][CH2:15][C:14]=2[CH:18]=1, predict the reactants needed to synthesize it. (4) Given the product [Cl:21][C:18]1[CH:19]=[CH:20][C:15]([N:10]2[C:11]([CH:12]([CH3:14])[CH3:13])=[C:7]([N:4]3[CH2:5][CH2:6][CH:2]([N:25]4[CH:26]=[C:27]([C:29]([F:32])([F:31])[F:30])[N:28]=[C:24]4[CH3:23])[C:3]3=[O:22])[CH:8]=[N:9]2)=[CH:16][CH:17]=1, predict the reactants needed to synthesize it. The reactants are: Br[CH:2]1[CH2:6][CH2:5][N:4]([C:7]2[CH:8]=[N:9][N:10]([C:15]3[CH:20]=[CH:19][C:18]([Cl:21])=[CH:17][CH:16]=3)[C:11]=2[CH:12]([CH3:14])[CH3:13])[C:3]1=[O:22].[CH3:23][C:24]1[NH:25][CH:26]=[C:27]([C:29]([F:32])([F:31])[F:30])[N:28]=1.C([O-])([O-])=O.[K+].[K+]. (5) The reactants are: [CH3:1][NH:2][C:3]1[CH:8]=[CH:7][C:6]([N:9]2[C:15](=[O:16])[CH2:14][C:13](=[O:17])[NH:12][C:11]3[C:18]4[C:23]([CH:24]=[CH:25][C:10]2=3)=[CH:22][CH:21]=[CH:20][CH:19]=4)=[CH:5][CH:4]=1.C([C:28]1[CH:38]=[CH:37][CH:36]=[CH:35][C:29]=1[CH2:30][S:31](Cl)(=[O:33])=[O:32])C. Given the product [CH2:19]([C:18]1[CH:23]=[CH:24][CH:25]=[CH:10][C:11]=1[C:29]1([CH2:30][S:31]([N:2]([C:3]2[CH:4]=[CH:5][C:6]([N:9]3[C:15](=[O:16])[CH2:14][C:13](=[O:17])[NH:12][C:11]4[C:18]5[C:23]([CH:24]=[CH:25][C:10]3=4)=[CH:22][CH:21]=[CH:20][CH:19]=5)=[CH:7][CH:8]=2)[CH3:1])(=[O:32])=[O:33])[CH:28]=[CH:38][CH:37]=[CH:36][CH2:35]1)[CH3:20], predict the reactants needed to synthesize it. (6) The reactants are: [CH3:1][C:2]1([CH3:15])[C:11]2[C:6](=[CH:7][C:8]([N+:12]([O-:14])=[O:13])=[CH:9][CH:10]=2)[NH:5][CH2:4][CH2:3]1.I[CH2:17][CH3:18].[H-].[Na+]. Given the product [CH2:17]([N:5]1[C:6]2[C:11](=[CH:10][CH:9]=[C:8]([N+:12]([O-:14])=[O:13])[CH:7]=2)[C:2]([CH3:15])([CH3:1])[CH2:3][CH2:4]1)[CH3:18], predict the reactants needed to synthesize it. (7) The reactants are: [Li]CCCC.[CH3:6][N:7]([CH3:22])[S:8]([N:11]1[CH:15]=[CH:14][N:13]=[C:12]1[N:16]1[CH2:21][CH2:20][O:19][CH2:18][CH2:17]1)(=[O:10])=[O:9].[CH3:23][C:24](OC(C)=O)=[O:25].[NH4+].[Cl-]. Given the product [C:24]([C:15]1[N:11]([S:8]([N:7]([CH3:22])[CH3:6])(=[O:10])=[O:9])[C:12]([N:16]2[CH2:21][CH2:20][O:19][CH2:18][CH2:17]2)=[N:13][CH:14]=1)(=[O:25])[CH3:23], predict the reactants needed to synthesize it. (8) Given the product [OH:12][CH:11]1[CH2:7][CH2:6][CH:5]([CH2:4][C:3]([O:2][CH3:1])=[O:9])[CH2:8]1, predict the reactants needed to synthesize it. The reactants are: [CH:1]12[CH2:8][CH:5]([CH2:6][CH2:7]1)[CH2:4][C:3](=[O:9])[O:2]2.Cl.[CH3:11][OH:12]. (9) Given the product [C:34]([CH2:19][C:16]1[CH:15]=[C:14]([C:11]2[CH:10]=[CH:9][C:8]([C@H:7]3[O:6][C:5]([CH3:26])([CH3:25])[N:4]([C:27]([O:29][C:30]([CH3:32])([CH3:31])[CH3:33])=[O:28])[C@@H:3]3[CH2:2][F:1])=[CH:13][CH:12]=2)[O:18][N:17]=1)#[N:35], predict the reactants needed to synthesize it. The reactants are: [F:1][CH2:2][C@@H:3]1[C@@H:7]([C:8]2[CH:13]=[CH:12][C:11]([C:14]3[O:18][N:17]=[C:16]([CH2:19]OS(C)(=O)=O)[CH:15]=3)=[CH:10][CH:9]=2)[O:6][C:5]([CH3:26])([CH3:25])[N:4]1[C:27]([O:29][C:30]([CH3:33])([CH3:32])[CH3:31])=[O:28].[C-:34]#[N:35].[K+].C1OCCOCCOCCOCCOCCOC1.